Dataset: Reaction yield outcomes from USPTO patents with 853,638 reactions. Task: Predict the reaction yield, written as a fraction of the theoretical maximum amount of product (1.0 means a 100% yield; for example, 0.34 means a 34% yield). (1) The reactants are [CH2:1]([N:8]1[CH:17]=[C:16](Br)[C:15]2[N:14]=[CH:13][CH:12]=[CH:11][C:10]=2[C:9]1=[O:19])[C:2]1[CH:7]=[CH:6][CH:5]=[CH:4][CH:3]=1.[CH3:20][C:21]1[C:25](B(O)O)=[C:24]([CH3:29])[O:23][N:22]=1.C([O-])([O-])=O.[Na+].[Na+]. The catalyst is C1(C)C=CC=CC=1.C(O)C.O.C1C=CC([P]([Pd]([P](C2C=CC=CC=2)(C2C=CC=CC=2)C2C=CC=CC=2)([P](C2C=CC=CC=2)(C2C=CC=CC=2)C2C=CC=CC=2)[P](C2C=CC=CC=2)(C2C=CC=CC=2)C2C=CC=CC=2)(C2C=CC=CC=2)C2C=CC=CC=2)=CC=1. The product is [CH2:1]([N:8]1[CH:17]=[C:16]([C:25]2[C:21]([CH3:20])=[N:22][O:23][C:24]=2[CH3:29])[C:15]2[N:14]=[CH:13][CH:12]=[CH:11][C:10]=2[C:9]1=[O:19])[C:2]1[CH:7]=[CH:6][CH:5]=[CH:4][CH:3]=1. The yield is 0.660. (2) The reactants are [Cl:1][C:2]1[C:11]2[C:6](=[CH:7][CH:8]=[CH:9][C:10]=2[O:12][CH:13]2[CH2:18][CH2:17][N:16]([CH3:19])[CH2:15][CH2:14]2)[N:5]=[CH:4][N:3]=1.[C:20]([C:22]1[CH:23]=[C:24]([CH:26]=[CH:27][C:28]=1[O:29][CH2:30][C:31]1[CH:36]=[CH:35][CH:34]=[CH:33][C:32]=1[F:37])[NH2:25])#[CH:21]. The product is [ClH:1].[C:20]([C:22]1[CH:23]=[C:24]([CH:26]=[CH:27][C:28]=1[O:29][CH2:30][C:31]1[CH:36]=[CH:35][CH:34]=[CH:33][C:32]=1[F:37])[NH:25][C:2]1[C:11]2[C:6](=[CH:7][CH:8]=[CH:9][C:10]=2[O:12][CH:13]2[CH2:18][CH2:17][N:16]([CH3:19])[CH2:15][CH2:14]2)[N:5]=[CH:4][N:3]=1)#[CH:21]. The catalyst is CC(O)C. The yield is 0.890. (3) The reactants are [C:1]([NH:4][CH2:5][CH:6]1[O:10][C:9](=[O:11])[N:8]([C:12]2[CH:17]=[CH:16][C:15]([C:18]3[CH:23]=[CH:22][C:21]([CH2:24]OS(C)(=O)=O)=[CH:20][CH:19]=3)=[C:14]([F:30])[CH:13]=2)[CH2:7]1)(=[O:3])[CH3:2].[N-:31]=[N+:32]=[N-:33].[Na+].O. The yield is 0.880. The catalyst is CN(C)C=O. The product is [N:31]([CH2:24][C:21]1[CH:20]=[CH:19][C:18]([C:15]2[CH:16]=[CH:17][C:12]([N:8]3[CH2:7][CH:6]([CH2:5][NH:4][C:1](=[O:3])[CH3:2])[O:10][C:9]3=[O:11])=[CH:13][C:14]=2[F:30])=[CH:23][CH:22]=1)=[N+:32]=[N-:33]. (4) The reactants are [CH3:1][O:2][C:3](=[O:17])[C:4]1[CH:9]=[C:8]([N+:10]([O-:12])=[O:11])[C:7](Cl)=[C:6]([N+:14]([O-:16])=[O:15])[CH:5]=1.[F:18][C:19]1[C:24](C2C([N+]([O-])=O)=CC(C#N)=CC=2[N+]([O-])=O)=[CH:23][C:22]([CH3:39])=[CH:21][N:20]=1. No catalyst specified. The product is [CH3:1][O:2][C:3](=[O:17])[C:4]1[CH:9]=[C:8]([N+:10]([O-:12])=[O:11])[C:7]([C:24]2[C:19]([F:18])=[N:20][CH:21]=[C:22]([CH3:39])[CH:23]=2)=[C:6]([N+:14]([O-:16])=[O:15])[CH:5]=1. The yield is 0.940. (5) The reactants are [F:1][C:2]1[CH:7]=[C:6]([CH2:8][OH:9])[CH:5]=[CH:4][C:3]=1[OH:10].C(=O)([O-])[O-].[K+].[K+].Br[CH2:18][CH:19]1[CH2:21][CH2:20]1.O. The catalyst is C(O)C. The yield is 0.520. The product is [CH:19]1([CH2:18][O:10][C:3]2[CH:4]=[CH:5][C:6]([CH2:8][OH:9])=[CH:7][C:2]=2[F:1])[CH2:21][CH2:20]1. (6) The reactants are [CH3:1][C:2]1[N+:7]([O-:8])=[N:6][CH:5]=[CH:4][CH:3]=1.S(=O)(=O)(O)O.[N+:14]([O-])([OH:16])=[O:15].C([O-])(O)=O.[Na+]. The catalyst is [OH-].[Na+]. The product is [CH3:1][C:2]1[N+:7]([O-:8])=[N:6][CH:5]=[C:4]([N+:14]([O-:16])=[O:15])[CH:3]=1. The yield is 0.320. (7) The reactants are [C:1](Cl)(=[O:8])[C:2]1[CH:7]=[CH:6][CH:5]=[CH:4][CH:3]=1.[NH2:10][C:11]1[CH:16]=[C:15]([CH2:17][C:18]([C:20]2[CH:25]=[C:24]([CH3:26])[CH:23]=[C:22]([CH3:27])[CH:21]=2)=[O:19])[CH:14]=[CH:13][N:12]=1.O. The catalyst is CN(C)C1C=CN=CC=1.CN(C)C(=O)C. The product is [C:1]([NH:10][C:11]1[CH:16]=[C:15]([CH2:17][C:18]([C:20]2[CH:21]=[C:22]([CH3:27])[CH:23]=[C:24]([CH3:26])[CH:25]=2)=[O:19])[CH:14]=[CH:13][N:12]=1)(=[O:8])[C:2]1[CH:7]=[CH:6][CH:5]=[CH:4][CH:3]=1. The yield is 0.700. (8) The reactants are [NH2:1][C:2]1[CH:3]=[C:4]([C:8]2[C:13]([C:14]#[N:15])=[CH:12][N:11]=[C:10]3[CH:16]=[C:17]([C:19]4[CH:24]=[CH:23][N:22]=[CH:21][CH:20]=4)[S:18][C:9]=23)[CH:5]=[CH:6][CH:7]=1.[F:25][C:26]([F:37])([F:36])[C:27]1[CH:28]=[C:29]([N:33]=[C:34]=[O:35])[CH:30]=[CH:31][CH:32]=1. The catalyst is C1COCC1. The product is [C:14]([C:13]1[C:8]([C:4]2[CH:3]=[C:2]([NH:1][C:34]([NH:33][C:29]3[CH:30]=[CH:31][CH:32]=[C:27]([C:26]([F:25])([F:36])[F:37])[CH:28]=3)=[O:35])[CH:7]=[CH:6][CH:5]=2)=[C:9]2[S:18][C:17]([C:19]3[CH:24]=[CH:23][N:22]=[CH:21][CH:20]=3)=[CH:16][C:10]2=[N:11][CH:12]=1)#[N:15]. The yield is 0.360. (9) The reactants are Cl[C:2]1[C:23]([O:24][CH3:25])=[CH:22][C:5]([C:6]([NH:8][S:9]([C:12]2[CH:17]=[CH:16][CH:15]=[CH:14][C:13]=2[S:18](=[O:21])(=[O:20])[NH2:19])(=[O:11])=[O:10])=[O:7])=[CH:4][N:3]=1.[C:26]([C:28]1[CH:33]=[CH:32][C:31]([C:34]([F:37])([F:36])[F:35])=[CH:30][CH:29]=1)#[CH:27]. No catalyst specified. The product is [CH3:25][O:24][C:23]1[C:2]([C:27]#[C:26][C:28]2[CH:33]=[CH:32][C:31]([C:34]([F:35])([F:36])[F:37])=[CH:30][CH:29]=2)=[N:3][CH:4]=[C:5]([CH:22]=1)[C:6]([NH:8][S:9]([C:12]1[CH:17]=[CH:16][CH:15]=[CH:14][C:13]=1[S:18](=[O:21])(=[O:20])[NH2:19])(=[O:11])=[O:10])=[O:7]. The yield is 0.280.